This data is from NCI-60 drug combinations with 297,098 pairs across 59 cell lines. The task is: Regression. Given two drug SMILES strings and cell line genomic features, predict the synergy score measuring deviation from expected non-interaction effect. (1) Drug 1: CC12CCC3C(C1CCC2NC(=O)OCC(F)(F)F)CCC4C3(C=CC(=O)N4C)C. Drug 2: CCC1(CC2CC(C3=C(CCN(C2)C1)C4=CC=CC=C4N3)(C5=C(C=C6C(=C5)C78CCN9C7C(C=CC9)(C(C(C8N6C)(C(=O)OC)O)OC(=O)C)CC)OC)C(=O)OC)O. Cell line: SK-OV-3. Synergy scores: CSS=22.8, Synergy_ZIP=5.34, Synergy_Bliss=7.49, Synergy_Loewe=-43.3, Synergy_HSA=2.31. (2) Drug 1: CCCCC(=O)OCC(=O)C1(CC(C2=C(C1)C(=C3C(=C2O)C(=O)C4=C(C3=O)C=CC=C4OC)O)OC5CC(C(C(O5)C)O)NC(=O)C(F)(F)F)O. Drug 2: C1CNP(=O)(OC1)N(CCCl)CCCl. Cell line: SNB-19. Synergy scores: CSS=50.0, Synergy_ZIP=-0.739, Synergy_Bliss=-0.00176, Synergy_Loewe=-38.4, Synergy_HSA=-0.781. (3) Drug 1: CC(CN1CC(=O)NC(=O)C1)N2CC(=O)NC(=O)C2. Drug 2: C1CC(=O)NC(=O)C1N2C(=O)C3=CC=CC=C3C2=O. Cell line: OVCAR-5. Synergy scores: CSS=20.4, Synergy_ZIP=-2.07, Synergy_Bliss=0.498, Synergy_Loewe=-1.53, Synergy_HSA=-0.219. (4) Drug 1: COC1=CC(=CC(=C1O)OC)C2C3C(COC3=O)C(C4=CC5=C(C=C24)OCO5)OC6C(C(C7C(O6)COC(O7)C8=CC=CS8)O)O. Drug 2: CN(C(=O)NC(C=O)C(C(C(CO)O)O)O)N=O. Cell line: EKVX. Synergy scores: CSS=16.3, Synergy_ZIP=-4.02, Synergy_Bliss=-2.83, Synergy_Loewe=-6.65, Synergy_HSA=-2.19. (5) Cell line: SN12C. Synergy scores: CSS=20.7, Synergy_ZIP=-6.93, Synergy_Bliss=-2.63, Synergy_Loewe=-2.23, Synergy_HSA=-2.44. Drug 2: CC(C)CN1C=NC2=C1C3=CC=CC=C3N=C2N. Drug 1: CC(CN1CC(=O)NC(=O)C1)N2CC(=O)NC(=O)C2. (6) Drug 1: C#CCC(CC1=CN=C2C(=N1)C(=NC(=N2)N)N)C3=CC=C(C=C3)C(=O)NC(CCC(=O)O)C(=O)O. Drug 2: CC1=C(C(=O)C2=C(C1=O)N3CC4C(C3(C2COC(=O)N)OC)N4)N. Cell line: SF-268. Synergy scores: CSS=12.2, Synergy_ZIP=-2.53, Synergy_Bliss=1.96, Synergy_Loewe=-2.58, Synergy_HSA=-2.66. (7) Drug 1: C1=CC(=CC=C1CCC2=CNC3=C2C(=O)NC(=N3)N)C(=O)NC(CCC(=O)O)C(=O)O. Drug 2: CC(C1=C(C=CC(=C1Cl)F)Cl)OC2=C(N=CC(=C2)C3=CN(N=C3)C4CCNCC4)N. Cell line: SNB-19. Synergy scores: CSS=37.2, Synergy_ZIP=3.88, Synergy_Bliss=4.12, Synergy_Loewe=-5.36, Synergy_HSA=5.39. (8) Drug 1: C1=CC(=CC=C1CCC2=CNC3=C2C(=O)NC(=N3)N)C(=O)NC(CCC(=O)O)C(=O)O. Drug 2: C1=CC(=CC=C1CC(C(=O)O)N)N(CCCl)CCCl.Cl. Cell line: A549. Synergy scores: CSS=44.5, Synergy_ZIP=-14.1, Synergy_Bliss=-2.59, Synergy_Loewe=-15.8, Synergy_HSA=-0.0163. (9) Drug 1: CC(C1=C(C=CC(=C1Cl)F)Cl)OC2=C(N=CC(=C2)C3=CN(N=C3)C4CCNCC4)N. Drug 2: C1=CC=C(C(=C1)C(C2=CC=C(C=C2)Cl)C(Cl)Cl)Cl. Cell line: CCRF-CEM. Synergy scores: CSS=32.9, Synergy_ZIP=-2.55, Synergy_Bliss=-4.52, Synergy_Loewe=-21.4, Synergy_HSA=-5.69.